Dataset: Reaction yield outcomes from USPTO patents with 853,638 reactions. Task: Predict the reaction yield, written as a fraction of the theoretical maximum amount of product (1.0 means a 100% yield; for example, 0.34 means a 34% yield). (1) The reactants are [NH2:1][C:2]1[C:3]2[N:4]([C:8]([C@@H:26]3[CH2:30][CH2:29][CH2:28][NH:27]3)=[N:9][C:10]=2[C:11]2[CH:25]=[CH:24][C:14]([C:15]([NH:17][C:18]3[CH:23]=[CH:22][CH:21]=[CH:20][N:19]=3)=[O:16])=[CH:13][CH:12]=2)[CH:5]=[CH:6][N:7]=1.[CH:31]1([C:34]#[C:35][C:36](O)=[O:37])[CH2:33][CH2:32]1. No catalyst specified. The product is [NH2:1][C:2]1[C:3]2[N:4]([C:8]([C@@H:26]3[CH2:30][CH2:29][CH2:28][N:27]3[C:36](=[O:37])[C:35]#[C:34][CH:31]3[CH2:33][CH2:32]3)=[N:9][C:10]=2[C:11]2[CH:25]=[CH:24][C:14]([C:15]([NH:17][C:18]3[CH:23]=[CH:22][CH:21]=[CH:20][N:19]=3)=[O:16])=[CH:13][CH:12]=2)[CH:5]=[CH:6][N:7]=1. The yield is 0.260. (2) The reactants are Br[C:2]1[C:3](C)=[C:4]([C:7]([CH3:11])=[C:8]([CH3:10])[CH:9]=1)[CH:5]=[O:6].C(N([CH2:18][CH3:19])CC)C.[CH3:20][OH:21].[C]=[O:23].[Cl-].[NH4+]. The catalyst is CN(C)C=O.C([O-])(=O)C.[Pd+2].C([O-])(=O)C.C1(P(C2C=CC=CC=2)[C-]2C=CC=C2)C=CC=CC=1.[C-]1(P(C2C=CC=CC=2)C2C=CC=CC=2)C=CC=C1.[Fe+2]. The product is [CH:5]([C:4]1[C:18]([CH3:19])=[C:2]([CH:9]=[C:8]([CH3:10])[C:7]=1[CH3:11])[C:3]([O:21][CH3:20])=[O:23])=[O:6]. The yield is 0.700. (3) The reactants are [CH:1](=O)[C:2]1[CH:7]=[CH:6][CH:5]=[CH:4][CH:3]=1.C([BH3-])#N.[Na+].[CH3:13][O:14][C:15](=[O:27])[C:16]1[C:17](=[CH:22][C:23]([NH2:26])=[CH:24][CH:25]=1)[C:18]([O:20][CH3:21])=[O:19].Cl. The catalyst is CO. The product is [CH3:13][O:14][C:15](=[O:27])[C:16]1[C:17](=[CH:22][C:23]([NH:26][CH2:1][C:2]2[CH:7]=[CH:6][CH:5]=[CH:4][CH:3]=2)=[CH:24][CH:25]=1)[C:18]([O:20][CH3:21])=[O:19]. The yield is 0.390. (4) The reactants are [NH2:1][C:2]1[C:3]2[C:11]([CH3:12])=[C:10]([CH3:13])[S:9][C:4]=2[NH:5][C:6](=[S:8])[N:7]=1.CCN(CC)CC.Cl[C:22]([O:24][CH2:25][CH3:26])=[O:23]. The catalyst is CN(C=O)C.CCOC(C)=O. The product is [CH3:12][C:11]1[C:3]2[C:2]([NH:1][C:22](=[O:23])[O:24][CH2:25][CH3:26])=[N:7][C:6](=[S:8])[NH:5][C:4]=2[S:9][C:10]=1[CH3:13]. The yield is 0.540. (5) The reactants are [BH4-].[Na+].[Cl:3][C:4]1[N:8]2[CH:9]=[C:10]([C:17]3[CH:21]=[CH:20][O:19][CH:18]=3)[CH:11]=[C:12]([C:13]([F:16])([F:15])[F:14])[C:7]2=[N:6][C:5]=1[C:22]([N:24]1[CH2:29][CH2:28][CH:27]([N:30]2[C:34](=O)[CH2:33][O:32][C:31]2=[O:36])[CH2:26][CH2:25]1)=[O:23].C(=O)(O)[O-].[Na+].CCN(CC)CC.CS(Cl)(=O)=O. The catalyst is CO.C(Cl)Cl. The product is [Cl:3][C:4]1[N:8]2[CH:9]=[C:10]([C:17]3[CH:21]=[CH:20][O:19][CH:18]=3)[CH:11]=[C:12]([C:13]([F:14])([F:15])[F:16])[C:7]2=[N:6][C:5]=1[C:22]([N:24]1[CH2:29][CH2:28][CH:27]([N:30]2[CH:34]=[CH:33][O:32][C:31]2=[O:36])[CH2:26][CH2:25]1)=[O:23]. The yield is 0.0600.